Dataset: Full USPTO retrosynthesis dataset with 1.9M reactions from patents (1976-2016). Task: Predict the reactants needed to synthesize the given product. (1) Given the product [Br:16][C:17]1[C:18]([F:23])=[C:19]([C:29]2([OH:32])[CH2:30][CH2:31][CH:26]([N:25]([CH3:33])[CH3:24])[CH2:27][CH2:28]2)[CH:20]=[CH:21][CH:22]=1, predict the reactants needed to synthesize it. The reactants are: [Li]CCCC.CC1(C)CCCC(C)(C)N1.[Br:16][C:17]1[CH:22]=[CH:21][CH:20]=[CH:19][C:18]=1[F:23].[CH3:24][N:25]([CH3:33])[CH:26]1[CH2:31][CH2:30][C:29](=[O:32])[CH2:28][CH2:27]1. (2) Given the product [Br:11][C:4]1[S:3][C:2]([NH:1][C:15](=[O:16])[C:14]2[C:13]([F:12])=[CH:21][CH:20]=[CH:19][C:18]=2[F:22])=[N:6][C:5]=1[CH3:7], predict the reactants needed to synthesize it. The reactants are: [NH2:1][C:2]1[S:3][C:4]([Br:11])=[C:5]([C:7](F)(F)F)[N:6]=1.[F:12][C:13]1[CH:21]=[CH:20][CH:19]=[C:18]([F:22])[C:14]=1[C:15](Cl)=[O:16].Cl. (3) Given the product [Br:23][C:21]1[CH:20]=[CH:19][C:18]([O:24][CH2:25][C:26]2[CH:31]=[CH:30][C:29]([F:32])=[CH:28][C:27]=2[F:33])=[C:17]([C:12]2[N:11]([C:7]3[CH:6]=[C:5]([CH:10]=[CH:9][CH:8]=3)[C:4]([OH:34])=[O:3])[C:15]([CH3:16])=[CH:14][CH:13]=2)[CH:22]=1, predict the reactants needed to synthesize it. The reactants are: C([O:3][C:4](=[O:34])[C:5]1[CH:10]=[CH:9][CH:8]=[C:7]([N:11]2[C:15]([CH3:16])=[CH:14][CH:13]=[C:12]2[C:17]2[CH:22]=[C:21]([Br:23])[CH:20]=[CH:19][C:18]=2[O:24][CH2:25][C:26]2[CH:31]=[CH:30][C:29]([F:32])=[CH:28][C:27]=2[F:33])[CH:6]=1)C.[OH-].[Na+]. (4) Given the product [CH:16]([O:19][C:20]1[CH:25]=[CH:24][C:23]([C:2]2[C:10]3[C:6](=[N:7][N:8]([CH2:11][CH:12]([CH3:14])[CH3:13])[N:9]=3)[C:5]([C:38]3[CH:37]=[CH:36][C:35]([O:46][CH:42]([CH3:43])[CH3:29])=[CH:40][CH:39]=3)=[CH:4][CH:3]=2)=[CH:22][CH:21]=1)([CH3:18])[CH3:17], predict the reactants needed to synthesize it. The reactants are: Br[C:2]1[C:10]2[C:6](=[N:7][N:8]([CH2:11][CH:12]([CH3:14])[CH3:13])[N:9]=2)[C:5](Br)=[CH:4][CH:3]=1.[CH:16]([O:19][C:20]1[CH:25]=[CH:24][C:23](B(O)O)=[CH:22][CH:21]=1)([CH3:18])[CH3:17].[C:29](=O)([O-])[O-].[Na+].[Na+].[C:35]1(C)[CH:40]=[CH:39][CH:38]=[CH:37][CH:36]=1.[CH2:42]([OH:46])[CH2:43]CC. (5) Given the product [CH:1]1([C@H:4]([O:26][CH2:27][C:28]([NH:35][CH2:33][CH3:34])=[O:29])[C:5]([N:7]2[CH2:11][C:10]([C:12]3[CH:17]=[C:16]([F:18])[CH:15]=[CH:14][C:13]=3[F:19])=[CH:9][C@H:8]2[C:20]2[CH:21]=[CH:22][CH:23]=[CH:24][CH:25]=2)=[O:6])[CH2:3][CH2:2]1, predict the reactants needed to synthesize it. The reactants are: [CH:1]1([C@H:4]([O:26][CH2:27][C:28](OCC)=[O:29])[C:5]([N:7]2[CH2:11][C:10]([C:12]3[CH:17]=[C:16]([F:18])[CH:15]=[CH:14][C:13]=3[F:19])=[CH:9][C@H:8]2[C:20]2[CH:25]=[CH:24][CH:23]=[CH:22][CH:21]=2)=[O:6])[CH2:3][CH2:2]1.[CH2:33]([NH2:35])[CH3:34]. (6) Given the product [N:32]1[CH:33]=[CH:34][CH:35]=[C:30]([C:29]2[N:36]=[C:12]([C:11]3[CH:10]=[N:9][N:8]4[C:3]([C:2]([F:26])([F:25])[F:1])=[CH:4][C:5]([C:15]5[CH:20]=[CH:19][C:18]([C:21]([F:24])([F:22])[F:23])=[CH:17][CH:16]=5)=[N:6][C:7]=34)[O:27][N:28]=2)[CH:31]=1, predict the reactants needed to synthesize it. The reactants are: [F:1][C:2]([F:26])([F:25])[C:3]1[N:8]2[N:9]=[CH:10][C:11]([C:12](O)=O)=[C:7]2[N:6]=[C:5]([C:15]2[CH:20]=[CH:19][C:18]([C:21]([F:24])([F:23])[F:22])=[CH:17][CH:16]=2)[CH:4]=1.[OH:27][NH:28][C:29](=[NH:36])[C:30]1[CH:35]=[CH:34][CH:33]=[N:32][CH:31]=1.